Dataset: Peptide-MHC class I binding affinity with 185,985 pairs from IEDB/IMGT. Task: Regression. Given a peptide amino acid sequence and an MHC pseudo amino acid sequence, predict their binding affinity value. This is MHC class I binding data. (1) The peptide sequence is KQWIVAGAI. The MHC is BoLA-T2b with pseudo-sequence BoLA-T2b. The binding affinity (normalized) is 0.337. (2) The peptide sequence is FSDLLRVSL. The MHC is HLA-B15:09 with pseudo-sequence HLA-B15:09. The binding affinity (normalized) is 0.320. (3) The peptide sequence is EVIEQWHSL. The MHC is HLA-B46:01 with pseudo-sequence HLA-B46:01. The binding affinity (normalized) is 0.0847. (4) The peptide sequence is SSDDFALIV. The MHC is HLA-C04:01 with pseudo-sequence HLA-C04:01. The binding affinity (normalized) is 0.0847.